The task is: Predict which catalyst facilitates the given reaction.. This data is from Catalyst prediction with 721,799 reactions and 888 catalyst types from USPTO. Reactant: C(Cl)(=O)C(Cl)=O.[Br:7][C:8]1[CH:9]=[C:10]([C:13]([OH:15])=O)[S:11][CH:12]=1.[N:16]1([CH2:22][CH2:23][NH2:24])[CH2:21][CH2:20][O:19][CH2:18][CH2:17]1.C(N(CC)CC)C. Product: [Br:7][C:8]1[CH:9]=[C:10]([C:13]([NH:24][CH2:23][CH2:22][N:16]2[CH2:21][CH2:20][O:19][CH2:18][CH2:17]2)=[O:15])[S:11][CH:12]=1. The catalyst class is: 120.